From a dataset of Catalyst prediction with 721,799 reactions and 888 catalyst types from USPTO. Predict which catalyst facilitates the given reaction. (1) Reactant: [CH3:1][O:2][N:3]1[C:12]2[C:7](=[CH:8][CH:9]=[CH:10][CH:11]=2)[CH2:6][C@@H:5]([NH2:13])[C:4]1=[O:14].[C:15](O[C:15](=[O:18])[CH2:16][CH3:17])(=[O:18])[CH2:16][CH3:17].C([O-])(O)=O.[Na+].C([O-])([O-])=O.[Na+].[Na+]. Product: [CH3:1][O:2][N:3]1[C:12]2[C:7](=[CH:8][CH:9]=[CH:10][CH:11]=2)[CH2:6][C@@H:5]([NH:13][C:15](=[O:18])[CH2:16][CH3:17])[C:4]1=[O:14]. The catalyst class is: 6. (2) Reactant: Br[C:2]1[CH:7]=[CH:6][C:5]([CH2:8][OH:9])=[C:4]([F:10])[CH:3]=1.[CH3:11][N:12]1[CH:16]=[C:15](B2OC(C)(C)C(C)(C)O2)[CH:14]=[N:13]1.O.C(=O)([O-])[O-].[Na+].[Na+]. Product: [F:10][C:4]1[CH:3]=[C:2]([C:15]2[CH:14]=[N:13][N:12]([CH3:11])[CH:16]=2)[CH:7]=[CH:6][C:5]=1[CH2:8][OH:9]. The catalyst class is: 12. (3) Reactant: [CH2:1]([N:3]([CH2:7][CH2:8][CH2:9][CH2:10][O:11][C:12]1[CH:28]=[CH:27][C:15]2[C:16]([C:19]3[CH:24]=[CH:23][C:22]([C:25]#[CH:26])=[CH:21][CH:20]=3)=[N:17][S:18][C:14]=2[CH:13]=1)[CH2:4][CH2:5][OH:6])[CH3:2]. Product: [CH2:1]([N:3]([CH2:7][CH2:8][CH2:9][CH2:10][O:11][C:12]1[CH:28]=[CH:27][C:15]2[C:16]([C:19]3[CH:24]=[CH:23][C:22]([CH2:25][CH3:26])=[CH:21][CH:20]=3)=[N:17][S:18][C:14]=2[CH:13]=1)[CH2:4][CH2:5][OH:6])[CH3:2]. The catalyst class is: 99. (4) Reactant: C[O:2][C:3](=[O:29])[CH:4]([NH:11][S:12]([C:15]1[CH:20]=[CH:19][C:18]([C:21]2[CH:26]=[CH:25][C:24]([O:27][CH3:28])=[CH:23][CH:22]=2)=[CH:17][CH:16]=1)(=[O:14])=[O:13])[CH:5]1[CH2:10][CH2:9][O:8][CH2:7][CH2:6]1.[CH3:30]OC(=O)C(N)C1CCOCC1.C(N(CC)CC)C.COC1C=C(S(Cl)(=O)=O)C(C2C=CC=CC=2)=CC=1. Product: [CH3:28][O:27][C:24]1[CH:25]=[CH:26][C:21]([C:18]2[CH:19]=[CH:20][C:15]([S:12]([N:11]([CH:4]([CH:5]3[CH2:10][CH2:9][O:8][CH2:7][CH2:6]3)[C:3]([OH:2])=[O:29])[CH3:30])(=[O:14])=[O:13])=[CH:16][CH:17]=2)=[CH:22][CH:23]=1. The catalyst class is: 2.